Dataset: Catalyst prediction with 721,799 reactions and 888 catalyst types from USPTO. Task: Predict which catalyst facilitates the given reaction. Reactant: [F:1][C:2]1[CH:3]=[C:4]([C:8]2[N:13]=[C:12]([CH3:14])[C:11]([C:15]([OH:17])=O)=[CH:10][N:9]=2)[CH:5]=[CH:6][CH:7]=1.[CH3:18][O:19][C:20]1[CH:21]=[C:22]2[C:26](=[CH:27][CH:28]=1)[N:25]([NH2:29])[C:24]([CH3:30])=[CH:23]2.C[N+]1(C2N=C(OC)N=C(OC)N=2)CCOCC1.[Cl-]. Product: [CH3:18][O:19][C:20]1[CH:21]=[C:22]2[C:26](=[CH:27][CH:28]=1)[N:25]([NH:29][C:15]([C:11]1[C:12]([CH3:14])=[N:13][C:8]([C:4]3[CH:5]=[CH:6][CH:7]=[C:2]([F:1])[CH:3]=3)=[N:9][CH:10]=1)=[O:17])[C:24]([CH3:30])=[CH:23]2. The catalyst class is: 3.